Dataset: Forward reaction prediction with 1.9M reactions from USPTO patents (1976-2016). Task: Predict the product of the given reaction. Given the reactants [F:1][C:2]1([F:29])[O:6][C:5]2[CH:7]=[C:8]([CH3:28])[C:9]([C:11]3[CH:16]=[CH:15][C:14]([NH:17][C:18]([C:20]4[C:25]([F:26])=[CH:24][CH:23]=[CH:22][C:21]=4[F:27])=O)=[CH:13][CH:12]=3)=[CH:10][C:4]=2[O:3]1.Cl.C(OCC)(=O)C, predict the reaction product. The product is: [F:29][C:2]1([F:1])[O:6][C:5]2[CH:7]=[C:8]([CH3:28])[C:9]([C:11]3[CH:12]=[CH:13][C:14]([NH:17][CH2:18][C:20]4[C:25]([F:26])=[CH:24][CH:23]=[CH:22][C:21]=4[F:27])=[CH:15][CH:16]=3)=[CH:10][C:4]=2[O:3]1.